From a dataset of Reaction yield outcomes from USPTO patents with 853,638 reactions. Predict the reaction yield, written as a fraction of the theoretical maximum amount of product (1.0 means a 100% yield; for example, 0.34 means a 34% yield). (1) The reactants are [CH:1](=[O:7])[CH2:2][CH2:3][CH2:4][CH2:5][CH3:6].[CH2:8]([OH:11])[CH:9]=[CH2:10].S([O-])([O-])(=O)=O.[Mg+2].O.[CH3:19][CH2:20][CH2:21]CCC. The catalyst is O.C1(C)C=CC(S(O)(=O)=O)=CC=1.C(=O)([O-])[O-].[K+].[K+]. The product is [CH2:21]([O:7][CH:1]([O:11][CH2:8][CH:9]=[CH2:10])[CH2:2][CH2:3][CH2:4][CH2:5][CH3:6])[CH:20]=[CH2:19]. The yield is 0.890. (2) The reactants are [NH:1]1[C:9]2[C:4](=[CH:5][CH:6]=[CH:7][N:8]=2)[CH:3]=[CH:2]1.P([O-])([O-])([O-])=O.[K+].[K+].[K+].Br[C:19]1[CH:20]=[N:21][CH:22]=[CH:23][CH:24]=1. The catalyst is [Cu](I)I.N[C@@H]1CCCC[C@H]1N.O1CCOCC1. The product is [N:21]1[CH:22]=[CH:23][CH:24]=[C:19]([N:1]2[C:9]3[C:4](=[CH:5][CH:6]=[CH:7][N:8]=3)[CH:3]=[CH:2]2)[CH:20]=1. The yield is 1.08. (3) The reactants are Cl.[N:2]1[CH:7]=[CH:6][C:5]([C:8]([OH:10])=[O:9])=[CH:4][N:3]=1.[CH2:11](O)[CH3:12]. No catalyst specified. The product is [CH2:11]([O:9][C:8]([C:5]1[CH:6]=[CH:7][N:2]=[N:3][CH:4]=1)=[O:10])[CH3:12]. The yield is 0.490. (4) The reactants are [CH3:1][N:2]1[CH2:7][CH2:6][N:5]([CH:8]2[CH2:11][N:10](C(OCC3C=CC=CC=3)=O)[CH2:9]2)[CH2:4][CH2:3]1. The catalyst is CO.[Pd]. The product is [NH:10]1[CH2:11][CH:8]([N:5]2[CH2:6][CH2:7][N:2]([CH3:1])[CH2:3][CH2:4]2)[CH2:9]1. The yield is 1.00. (5) The reactants are [O:1]([C:8]1[CH:9]=[C:10]([NH:14][CH2:15][C:16]2[CH:21]=[CH:20][CH:19]=[C:18]([OH:22])[CH:17]=2)[CH:11]=[CH:12][CH:13]=1)[C:2]1[CH:7]=[CH:6][CH:5]=[CH:4][CH:3]=1.[F:23][C:24]([F:29])([F:28])[CH:25]1[O:27][CH2:26]1. No catalyst specified. The product is [O:1]([C:8]1[CH:9]=[C:10]([N:14]([CH2:15][C:16]2[CH:21]=[CH:20][CH:19]=[C:18]([O:22][CH2:26][CH:25]([OH:27])[C:24]([F:29])([F:28])[F:23])[CH:17]=2)[CH2:26][CH:25]([OH:27])[C:24]([F:29])([F:28])[F:23])[CH:11]=[CH:12][CH:13]=1)[C:2]1[CH:3]=[CH:4][CH:5]=[CH:6][CH:7]=1. The yield is 0.770.